Task: Predict the product of the given reaction.. Dataset: Forward reaction prediction with 1.9M reactions from USPTO patents (1976-2016) Given the reactants [CH2:1]([O:4][C:5](=[O:28])[C:6]1[CH:11]=[CH:10][C:9]([NH:12][CH2:13][C:14]2[CH:19]=[CH:18][C:17]([O:20][C:21]([F:24])([F:23])[F:22])=[CH:16][CH:15]=2)=[C:8]([N+:25]([O-:27])=[O:26])[CH:7]=1)[CH:2]=[CH2:3].[C:29]([O:33][C:34](O[C:34]([O:33][C:29]([CH3:32])([CH3:31])[CH3:30])=[O:35])=[O:35])([CH3:32])([CH3:31])[CH3:30].C(N(C(C)C)CC)(C)C.CN(C1C=CC=CN=1)C, predict the reaction product. The product is: [CH2:1]([O:4][C:5](=[O:28])[C:6]1[CH:11]=[CH:10][C:9]([N:12]([C:34]([O:33][C:29]([CH3:32])([CH3:31])[CH3:30])=[O:35])[CH2:13][C:14]2[CH:19]=[CH:18][C:17]([O:20][C:21]([F:24])([F:23])[F:22])=[CH:16][CH:15]=2)=[C:8]([N+:25]([O-:27])=[O:26])[CH:7]=1)[CH:2]=[CH2:3].